From a dataset of Full USPTO retrosynthesis dataset with 1.9M reactions from patents (1976-2016). Predict the reactants needed to synthesize the given product. Given the product [F:18][C:3]1[CH:4]=[C:5]2[C:9](=[CH:10][C:2]=1[C:23]1[CH:22]=[N:21][N:20]([CH3:19])[CH:24]=1)[N:8]([C:11]([O:13][C:14]([CH3:17])([CH3:16])[CH3:15])=[O:12])[CH2:7][CH2:6]2, predict the reactants needed to synthesize it. The reactants are: Br[C:2]1[CH:10]=[C:9]2[C:5]([CH2:6][CH2:7][N:8]2[C:11]([O:13][C:14]([CH3:17])([CH3:16])[CH3:15])=[O:12])=[CH:4][C:3]=1[F:18].[CH3:19][N:20]1[CH:24]=[C:23](B2OC(C)(C)C(C)(C)O2)[CH:22]=[N:21]1.C([O-])([O-])=O.[K+].[K+].O.